Dataset: Reaction yield outcomes from USPTO patents with 853,638 reactions. Task: Predict the reaction yield, written as a fraction of the theoretical maximum amount of product (1.0 means a 100% yield; for example, 0.34 means a 34% yield). (1) The reactants are [CH3:1][O:2][C:3]1[CH:12]=[CH:11][C:10]([O:13][CH3:14])=[C:9]2[C:4]=1[CH2:5][CH2:6][CH:7]([C:15]([OH:17])=O)[CH2:8]2.[F:18][C:19]1[CH:20]=[C:21]([CH:24]=[C:25]([F:27])[CH:26]=1)[CH2:22][NH2:23].C(N(CC)CC)C.CN(C(ON1N=NC2C=CC=CC1=2)=[N+](C)C)C.F[P-](F)(F)(F)(F)F. The catalyst is C(Cl)Cl. The product is [F:18][C:19]1[CH:20]=[C:21]([CH2:22][NH:23][C:15]([CH:7]2[CH2:6][CH2:5][C:4]3[C:9](=[C:10]([O:13][CH3:14])[CH:11]=[CH:12][C:3]=3[O:2][CH3:1])[CH2:8]2)=[O:17])[CH:24]=[C:25]([F:27])[CH:26]=1. The yield is 0.950. (2) The reactants are C(NC(C)C)(C)C.C([Li])CCC.[CH3:13][O:14][C:15]([CH:17]1[CH2:21][CH2:20][CH2:19][CH2:18]1)=[O:16].[Br:22][CH2:23][CH2:24]Br.[Cl-].[NH4+]. The catalyst is C1COCC1. The product is [CH3:13][O:14][C:15]([C:17]1([CH2:24][CH2:23][Br:22])[CH2:21][CH2:20][CH2:19][CH2:18]1)=[O:16]. The yield is 0.800. (3) The reactants are [Br:1][C:2]1[CH:3]=[C:4]([NH:10][C:11]2[N:16]=[CH:15][C:14](N3CCN(C(OC(C)(C)C)=O)C[C@@H]3C)=[CH:13]C=2)[C:5](=[O:9])[N:6]([CH3:8])[CH:7]=1.[CH3:31][N:32]1CCC2N=C(N)[S:40][C:34]=2[CH2:33]1.BrC1C(=O)N(C)C=C(Br)C=1. No catalyst specified. The product is [Br:1][C:2]1[CH:3]=[C:4]([NH:10][C:11]2[S:40][C:34]3[CH2:33][N:32]([CH3:31])[CH2:13][CH2:14][C:15]=3[N:16]=2)[C:5](=[O:9])[N:6]([CH3:8])[CH:7]=1. The yield is 0.440.